From a dataset of hERG potassium channel inhibition data for cardiac toxicity prediction from Karim et al.. Regression/Classification. Given a drug SMILES string, predict its toxicity properties. Task type varies by dataset: regression for continuous values (e.g., LD50, hERG inhibition percentage) or binary classification for toxic/non-toxic outcomes (e.g., AMES mutagenicity, cardiotoxicity, hepatotoxicity). Dataset: herg_karim. (1) The drug is C[C@H]1CN(Cc2ccc(-n3ccnc3C(=O)N3CCC(Nc4cccc(F)c4)CC3)cc2)C[C@@H](C)N1. The result is 0 (non-blocker). (2) The compound is C[C@@H]1CCCN1CCc1ccc2nc(-c3ccsc3)ccc2c1. The result is 1 (blocker). (3) The compound is O=C(CNCC1(O)CCCCC1)N1CCc2ccccc2[C@H]1C1CCCCC1. The result is 0 (non-blocker). (4) The compound is CN(C)c1nc2c(CCC34CCC(NCc5ccc6c(n5)NC(=O)CO6)(CC3)CO4)c(F)cnc2cc1C(F)(F)F. The result is 1 (blocker). (5) The molecule is COc1ccc(N2CCOCC2)cc1Nc1ncc(Cl)c(-c2cnc3ccccn23)n1. The result is 1 (blocker). (6) The drug is Fc1ccc(-c2[nH]c3cc(F)ccc3c2[C@@H]2C[NH2+]CC[C@@H]2F)cc1. The result is 1 (blocker). (7) The compound is CO[C@@]12CC[C@@]3(C[C@@H]1[C@](C)(O)C(C)(C)C)[C@H]1Cc4ccc(O)c5c4[C@@]3(CCN1CC1CC1)[C@H]2O5. The result is 1 (blocker). (8) The drug is CC1=N[C@@](Cc2ccccc2)(c2cccc(-c3cncnc3)c2)N=C1N. The result is 0 (non-blocker).